From a dataset of CYP3A4 inhibition data for predicting drug metabolism from PubChem BioAssay. Regression/Classification. Given a drug SMILES string, predict its absorption, distribution, metabolism, or excretion properties. Task type varies by dataset: regression for continuous measurements (e.g., permeability, clearance, half-life) or binary classification for categorical outcomes (e.g., BBB penetration, CYP inhibition). Dataset: cyp3a4_veith. (1) The compound is CCS(=O)(=O)N1CCC(C(=O)NCc2ccccc2OC)CC1. The result is 0 (non-inhibitor). (2) The drug is COc1cc(O)c(C(=O)/C=C\c2ccc3c(c2)OCO3)c(OC)c1. The result is 1 (inhibitor). (3) The drug is c1cn(-c2cc(-c3ccc4c(c3)OCO4)ncn2)cn1. The result is 1 (inhibitor). (4) The compound is Nc1nc(N)c(N=Nc2ccc([As](=O)(O)O)cc2)c(=O)[nH]1. The result is 0 (non-inhibitor). (5) The drug is CC(C)CN1CCC2(CC1)CCN(C(=O)c1cnccn1)CC2. The result is 0 (non-inhibitor).